Predict the reactants needed to synthesize the given product. From a dataset of Retrosynthesis with 50K atom-mapped reactions and 10 reaction types from USPTO. (1) Given the product C#Cc1ccc(N)nc1C, predict the reactants needed to synthesize it. The reactants are: Cc1nc(N)ccc1C#C[Si](C)(C)C. (2) Given the product Cn1cc(C(=O)NCc2ccc(Cl)cc2)c(=O)c2sc(CO)c(CN=[N+]=[N-])c21, predict the reactants needed to synthesize it. The reactants are: Cn1cc(C(=O)NCc2ccc(Cl)cc2)c(=O)c2sc(C=O)c(CN=[N+]=[N-])c21. (3) Given the product Nc1nc(=O)n([C@@H]2O[C@H](CO)[C@@H](O)[C@H]2O)cc1C#CCNC(=O)C(F)(F)F, predict the reactants needed to synthesize it. The reactants are: C#CCNC(=O)C(F)(F)F.Nc1nc(=O)n([C@@H]2O[C@H](CO)[C@@H](O)[C@H]2O)cc1I. (4) Given the product CC(C)(C)OC(=O)N1CCn2c(cc3ccccc32)C1, predict the reactants needed to synthesize it. The reactants are: CC(C)(C)OC(=O)OC(=O)OC(C)(C)C.c1ccc2c(c1)cc1n2CCNC1. (5) Given the product COc1cc(OC)c2c(=O)[nH]c(-c3cc(C)c(OCCN)c(C)c3)nc2n1, predict the reactants needed to synthesize it. The reactants are: COc1cc(OC)c2c(=O)[nH]c(-c3cc(C)c(OCCN4C(=O)c5ccccc5C4=O)c(C)c3)nc2n1. (6) Given the product CNC(=O)c1c(-c2ccc(F)cc2)oc2cc(N(C)S(C)(=O)=O)c(-c3cccc([N+](=O)[O-])c3)cc12, predict the reactants needed to synthesize it. The reactants are: CNC(=O)c1c(-c2ccc(F)cc2)oc2cc(N(C)S(C)(=O)=O)c(Br)cc12.O=[N+]([O-])c1cccc(B(O)O)c1.